This data is from NCI-60 drug combinations with 297,098 pairs across 59 cell lines. The task is: Regression. Given two drug SMILES strings and cell line genomic features, predict the synergy score measuring deviation from expected non-interaction effect. Drug 1: C1C(C(OC1N2C=NC3=C(N=C(N=C32)Cl)N)CO)O. Drug 2: CC12CCC3C(C1CCC2OP(=O)(O)O)CCC4=C3C=CC(=C4)OC(=O)N(CCCl)CCCl.[Na+]. Cell line: HL-60(TB). Synergy scores: CSS=52.0, Synergy_ZIP=5.53, Synergy_Bliss=-6.74, Synergy_Loewe=-49.8, Synergy_HSA=-12.6.